From a dataset of Forward reaction prediction with 1.9M reactions from USPTO patents (1976-2016). Predict the product of the given reaction. (1) Given the reactants C[C:2]([CH3:5])([O-:4])C.[Na+].[CH2:7]([C:9]1[CH2:10][C@H:11]2[C@@H:14]([CH:15]=1)[C:13](=O)[CH2:12]2)[CH3:8].[C:17]1([CH3:23])C=CC=CC=1.[OH2:24], predict the reaction product. The product is: [CH2:7]([C:9]1[CH2:10][C@H:11]2[C@@H:14]([CH:15]=1)[C:13](=[CH:23][C:17]([O:4][CH2:2][CH3:5])=[O:24])[CH2:12]2)[CH3:8]. (2) Given the reactants [Cl:1][C:2]1[N:7]=[C:6]([C:8]2[CH:9]=[C:10]([CH:13]=[CH:14][CH:15]=2)[CH:11]=O)[CH:5]=[CH:4][N:3]=1.[C:16]([O:20][C:21]([N:23]1[CH2:28][CH2:27][CH2:26][CH2:25][CH:24]1[CH2:29][CH2:30][NH2:31])=[O:22])([CH3:19])([CH3:18])[CH3:17], predict the reaction product. The product is: [C:16]([O:20][C:21]([N:23]1[CH2:28][CH2:27][CH2:26][CH2:25][CH:24]1[CH2:29][CH2:30][NH:31][CH2:11][C:10]1[CH:13]=[CH:14][CH:15]=[C:8]([C:6]2[CH:5]=[CH:4][N:3]=[C:2]([Cl:1])[N:7]=2)[CH:9]=1)=[O:22])([CH3:19])([CH3:18])[CH3:17]. (3) Given the reactants Br[C:2]1[CH:7]=[CH:6][C:5]([C:8]([N:10]2[CH2:15][CH2:14][N:13]([C:16]3[CH:21]=[CH:20][C:19]([CH3:22])=[CH:18][C:17]=3[CH3:23])[CH2:12][CH2:11]2)=[O:9])=[C:4]([CH3:24])[CH:3]=1.[O:25]1[CH2:29][CH2:28][NH:27][C:26]1=[O:30], predict the reaction product. The product is: [CH3:23][C:17]1[CH:18]=[C:19]([CH3:22])[CH:20]=[CH:21][C:16]=1[N:13]1[CH2:14][CH2:15][N:10]([C:8]([C:5]2[CH:6]=[CH:7][C:2]([N:27]3[CH2:28][CH2:29][O:25][C:26]3=[O:30])=[CH:3][C:4]=2[CH3:24])=[O:9])[CH2:11][CH2:12]1. (4) Given the reactants [CH2:1]=O.[Cl:3][C:4]1[CH:5]=[C:6]([NH:11][C:12]2[C:21]3[C:16](=[CH:17][C:18]([O:24][CH2:25][C:26]4[N:30]=[C:29]([CH:31]5[CH2:36][CH2:35][NH:34][CH2:33][CH2:32]5)[O:28][N:27]=4)=[C:19]([O:22][CH3:23])[CH:20]=3)[N:15]=[CH:14][N:13]=2)[CH:7]=[CH:8][C:9]=1[Cl:10], predict the reaction product. The product is: [Cl:3][C:4]1[CH:5]=[C:6]([NH:11][C:12]2[C:21]3[C:16](=[CH:17][C:18]([O:24][CH2:25][C:26]4[N:30]=[C:29]([CH:31]5[CH2:36][CH2:35][N:34]([CH3:1])[CH2:33][CH2:32]5)[O:28][N:27]=4)=[C:19]([O:22][CH3:23])[CH:20]=3)[N:15]=[CH:14][N:13]=2)[CH:7]=[CH:8][C:9]=1[Cl:10].